This data is from Catalyst prediction with 721,799 reactions and 888 catalyst types from USPTO. The task is: Predict which catalyst facilitates the given reaction. (1) Reactant: [N:1]1[CH:6]=[CH:5][CH:4]=[CH:3][C:2]=1[CH2:7][NH2:8].C(=O)([O-])O.[Na+].[CH3:14][C:15]1[O:19][N:18]=[C:17]([C:20]2[CH:25]=[CH:24][CH:23]=[CH:22][CH:21]=2)[C:16]=1[C:26](Cl)=[O:27]. Product: [N:1]1[CH:6]=[CH:5][CH:4]=[CH:3][C:2]=1[CH2:7][NH:8][C:26]([C:16]1[C:17]([C:20]2[CH:25]=[CH:24][CH:23]=[CH:22][CH:21]=2)=[N:18][O:19][C:15]=1[CH3:14])=[O:27]. The catalyst class is: 69. (2) Reactant: C([O:3][C:4](=[O:23])[CH2:5][NH:6][C:7]([C:9]1[C:14]([OH:15])=[CH:13][C:12]([C:16]2[CH:21]=[CH:20][CH:19]=[C:18]([F:22])[CH:17]=2)=[CH:11][N:10]=1)=[O:8])C.[OH-].[Na+].Cl. Product: [F:22][C:18]1[CH:17]=[C:16]([C:12]2[CH:13]=[C:14]([OH:15])[C:9]([C:7]([NH:6][CH2:5][C:4]([OH:23])=[O:3])=[O:8])=[N:10][CH:11]=2)[CH:21]=[CH:20][CH:19]=1. The catalyst class is: 1. (3) Reactant: Cl[S:2]([N:5]=[C:6]=[O:7])(=[O:4])=[O:3].[C:8]([OH:12])([CH3:11])([CH3:10])[CH3:9].[N:13]1C=CC=CC=1.[OH-].[NH4+]. Product: [C:8]([O:12][C:6]([NH:5][S:2]([NH2:13])(=[O:4])=[O:3])=[O:7])([CH3:11])([CH3:10])[CH3:9]. The catalyst class is: 93. (4) Reactant: [CH2:1]([C:4]1[CH:14]=[CH:13][C:7]([C:8]([O:10][CH2:11][CH3:12])=[O:9])=[CH:6][CH:5]=1)[CH:2]=[CH2:3].C1C=C(Cl)C=C(C(OO)=[O:23])C=1. Product: [O:23]1[CH2:3][CH:2]1[CH2:1][C:4]1[CH:14]=[CH:13][C:7]([C:8]([O:10][CH2:11][CH3:12])=[O:9])=[CH:6][CH:5]=1. The catalyst class is: 4. (5) Reactant: [F:1][C:2]1[CH:3]=[C:4]([CH:18]=[CH:19][CH:20]=1)[CH2:5][O:6][C:7]1[CH:12]=[CH:11][C:10](/[CH:13]=[CH:14]/[N+:15]([O-])=O)=[CH:9][CH:8]=1.Cl. Product: [F:1][C:2]1[CH:3]=[C:4]([CH:18]=[CH:19][CH:20]=1)[CH2:5][O:6][C:7]1[CH:12]=[CH:11][C:10]([CH2:13][CH2:14][NH2:15])=[CH:9][CH:8]=1. The catalyst class is: 50. (6) Reactant: C(OC([NH:8][CH2:9][CH:10]([C:12]1([C:25]([O:27]C)=O)[CH2:17][CH2:16][N:15]([C:18]([O:20][C:21]([CH3:24])([CH3:23])[CH3:22])=[O:19])[CH2:14][CH2:13]1)[OH:11])=O)(C)(C)C.C(O)(C(F)(F)F)=O.C(=O)([O-])[O-].[K+].[K+].C([O-])(O)=O.[Na+].O(C(OC(C)(C)C)=O)C(OC(C)(C)C)=O. Product: [OH:11][CH:10]1[C:12]2([CH2:17][CH2:16][N:15]([C:18]([O:20][C:21]([CH3:24])([CH3:23])[CH3:22])=[O:19])[CH2:14][CH2:13]2)[C:25](=[O:27])[NH:8][CH2:9]1. The catalyst class is: 2. (7) Reactant: [CH:1]1([N:7]2[C:11]([C:12]3[CH:17]=[CH:16][C:15]([F:18])=[CH:14][CH:13]=3)=[C:10]([C:19]([NH2:21])=O)[CH:9]=[N:8]2)[CH2:6][CH2:5][CH2:4][CH2:3][CH2:2]1.COC1C=CC(P2(SP(C3C=CC(OC)=CC=3)(=S)S2)=[S:31])=CC=1. Product: [CH:1]1([N:7]2[C:11]([C:12]3[CH:17]=[CH:16][C:15]([F:18])=[CH:14][CH:13]=3)=[C:10]([C:19](=[S:31])[NH2:21])[CH:9]=[N:8]2)[CH2:6][CH2:5][CH2:4][CH2:3][CH2:2]1. The catalyst class is: 1. (8) Reactant: [CH3:1][O:2][CH2:3][CH2:4][O:5][CH2:6][CH2:7]O.[O:9]=[C:10]1[N:16]([CH:17]2[CH2:22][CH2:21][N:20]([C:23]([O:25][C@H:26]([CH2:45][C:46]3[CH:51]=[C:50]([C:52]([F:55])([F:54])[F:53])[C:49]([NH2:56])=[C:48]([Cl:57])[CH:47]=3)[C:27]([N:29]3[CH2:34][CH2:33][N:32]([CH:35]4[CH2:40][CH2:39][N:38]([CH2:41][C:42]([OH:44])=[O:43])[CH2:37][CH2:36]4)[CH2:31][CH2:30]3)=[O:28])=[O:24])[CH2:19][CH2:18]2)[CH2:15][CH2:14][C:13]2[CH:58]=[CH:59][CH:60]=[CH:61][C:12]=2[NH:11]1.CN(C(ON1N=NC2C=CC=CC1=2)=[N+](C)C)C.[B-](F)(F)(F)F.C(N(CC)CC)C. Product: [O:9]=[C:10]1[N:16]([CH:17]2[CH2:22][CH2:21][N:20]([C:23]([O:25][C@H:26]([CH2:45][C:46]3[CH:51]=[C:50]([C:52]([F:53])([F:55])[F:54])[C:49]([NH2:56])=[C:48]([Cl:57])[CH:47]=3)[C:27]([N:29]3[CH2:30][CH2:31][N:32]([CH:35]4[CH2:40][CH2:39][N:38]([CH2:41][C:42]([O:44][CH2:7][CH2:6][O:5][CH2:4][CH2:3][O:2][CH3:1])=[O:43])[CH2:37][CH2:36]4)[CH2:33][CH2:34]3)=[O:28])=[O:24])[CH2:19][CH2:18]2)[CH2:15][CH2:14][C:13]2[CH:58]=[CH:59][CH:60]=[CH:61][C:12]=2[NH:11]1. The catalyst class is: 3.